Dataset: Forward reaction prediction with 1.9M reactions from USPTO patents (1976-2016). Task: Predict the product of the given reaction. (1) Given the reactants C([N:4]1[C:8]2[CH:9]([C:25]3[CH:30]=[CH:29][C:28]([Cl:31])=[CH:27][CH:26]=3)[N:10]([C:13]3[CH:14]=[C:15]([O:23][CH3:24])[C:16]4[N:17]([C:19]([CH3:22])=[N:20][N:21]=4)[CH:18]=3)[C:11](=[O:12])[C:7]=2[N:6]=[C:5]1Br)C=C.[CH3:33][O:34][C:35]1[N:40]=[C:39]([O:41][CH3:42])[C:38](B(O)O)=[CH:37][N:36]=1, predict the reaction product. The product is: [Cl:31][C:28]1[CH:27]=[CH:26][C:25]([CH:9]2[C:8]3[NH:4][C:5]([C:38]4[C:39]([O:41][CH3:42])=[N:40][C:35]([O:34][CH3:33])=[N:36][CH:37]=4)=[N:6][C:7]=3[C:11](=[O:12])[N:10]2[C:13]2[CH:14]=[C:15]([O:23][CH3:24])[C:16]3[N:17]([C:19]([CH3:22])=[N:20][N:21]=3)[CH:18]=2)=[CH:30][CH:29]=1. (2) Given the reactants [C:1]1([NH2:8])[CH:6]=[CH:5][CH:4]=[CH:3][C:2]=1[NH2:7].[S:9](N)(N)(=[O:11])=[O:10], predict the reaction product. The product is: [NH:7]1[C:2]2[CH:3]=[CH:4][CH:5]=[CH:6][C:1]=2[NH:8][S:9]1(=[O:11])=[O:10]. (3) Given the reactants Br[C:2]1[CH:3]=[N:4][S:5][CH:6]=1.[CH3:7][O:8][C:9]1[N:14]=[C:13]([O:15][CH3:16])[C:12](B(O)O)=[CH:11][N:10]=1.C([O-])(O)=O.[Na+], predict the reaction product. The product is: [S:5]1[CH:6]=[C:2]([C:12]2[C:13]([O:15][CH3:16])=[N:14][C:9]([O:8][CH3:7])=[N:10][CH:11]=2)[CH:3]=[N:4]1. (4) Given the reactants [CH3:1][C@H:2]1[CH2:7][NH:6][CH2:5][CH2:4][NH:3]1.[Br:8][C:9]1[CH:10]=[C:11]([CH:14]=[CH:15][CH:16]=1)[CH:12]=O.[BH-](OC(C)=O)(OC(C)=O)OC(C)=O.[Na+], predict the reaction product. The product is: [Br:8][C:9]1[CH:10]=[C:11]([CH2:12][N:6]2[CH2:5][CH2:4][NH:3][C@@H:2]([CH3:1])[CH2:7]2)[CH:14]=[CH:15][CH:16]=1. (5) Given the reactants [CH2:1]([N:3]1[C:7]2=[N:8][CH:9]=[C:10]([C:20]3[CH2:24][C:23]4([CH2:29][CH2:28][CH2:27][CH2:26][CH2:25]4)[O:22][N:21]=3)[C:11]([NH:12][CH:13]3[CH2:18][CH2:17][CH:16]([OH:19])[CH2:15][CH2:14]3)=[C:6]2[CH:5]=[N:4]1)[CH3:2].[Cr](Cl)([O-])(=O)=O.[NH+]1C=CC=CC=1, predict the reaction product. The product is: [CH2:1]([N:3]1[C:7]2=[N:8][CH:9]=[C:10]([C:20]3[CH2:24][C:23]4([CH2:29][CH2:28][CH2:27][CH2:26][CH2:25]4)[O:22][N:21]=3)[C:11]([NH:12][CH:13]3[CH2:14][CH2:15][C:16](=[O:19])[CH2:17][CH2:18]3)=[C:6]2[CH:5]=[N:4]1)[CH3:2]. (6) Given the reactants [F:1][C:2]([F:12])([F:11])[C:3]1[CH:10]=[CH:9][CH:8]=[CH:7][C:4]=1[CH:5]=O.[NH2:13][C:14]1[CH:15]=[C:16]2[C:20]3=[C:21]([CH2:23][O:24][CH2:25][CH2:26][N:19]3[C@H:18]3[CH2:27][CH2:28][N:29](C(OC(C)(C)C)=O)[CH2:30][C@@H:17]23)[CH:22]=1, predict the reaction product. The product is: [F:1][C:2]([F:12])([F:11])[C:3]1[CH:10]=[CH:9][CH:8]=[CH:7][C:4]=1[CH2:5][NH:13][C:14]1[CH:15]=[C:16]2[C:20]3=[C:21]([CH2:23][O:24][CH2:25][CH2:26][N:19]3[C@H:18]3[CH2:27][CH2:28][NH:29][CH2:30][C@@H:17]23)[CH:22]=1. (7) Given the reactants C1C2N[C:11]3[C:6](=[CH:7][CH:8]=[CH:9][CH:10]=3)[C:5]=2[CH:4]=C(C(OCC)=O)N=1.[H-].[Na+].[CH2:21]([N:28]1[C:40]2[C:39]([CH3:41])=[N:38][C:37]([C:42]([O:44][CH2:45][CH3:46])=[O:43])=[CH:36][C:35]=2[C:34]2[C:29]1=[CH:30][CH:31]=[CH:32][CH:33]=2)C1C=CC=CC=1, predict the reaction product. The product is: [C:6]1([CH2:5][CH2:4][CH2:21][N:28]2[C:40]3[C:39]([CH3:41])=[N:38][C:37]([C:42]([O:44][CH2:45][CH3:46])=[O:43])=[CH:36][C:35]=3[C:34]3[C:29]2=[CH:30][CH:31]=[CH:32][CH:33]=3)[CH:11]=[CH:10][CH:9]=[CH:8][CH:7]=1.